Task: Predict the reaction yield, written as a fraction of the theoretical maximum amount of product (1.0 means a 100% yield; for example, 0.34 means a 34% yield).. Dataset: Reaction yield outcomes from USPTO patents with 853,638 reactions (1) The reactants are [OH:1][CH2:2][C@@H:3]1[CH2:5][C@@:4]1([CH2:12][N:13]([CH3:21])[C:14](=[O:20])[O:15][C:16]([CH3:19])([CH3:18])[CH3:17])[C:6]1[CH:11]=[CH:10][CH:9]=[CH:8][CH:7]=1.CC(OI1(OC(C)=O)(OC(C)=O)OC(=O)C2C=CC=CC1=2)=O.[OH-].[Na+]. The catalyst is C(Cl)Cl.CC(O)(C)C.C(OCC)C. The product is [CH:2]([C@@H:3]1[CH2:5][C@@:4]1([CH2:12][N:13]([CH3:21])[C:14](=[O:20])[O:15][C:16]([CH3:17])([CH3:18])[CH3:19])[C:6]1[CH:7]=[CH:8][CH:9]=[CH:10][CH:11]=1)=[O:1]. The yield is 0.890. (2) The catalyst is CN(C=O)C.CCOC(C)=O.CC(P(C(C)(C)C)C1C=CC(N(C)C)=CC=1)(C)C.CC(P(C(C)(C)C)C1C=CC(N(C)C)=CC=1)(C)C.Cl[Pd]Cl. The product is [C:33]([O:32][C:31]([NH:30][C:26]1([C:23]2[CH:24]=[CH:25][C:20]([C:19]3[N:5]4[C:6]5[CH:18]=[CH:17][CH:16]=[N:15][C:7]=5[NH:8][C:9]5[CH:14]=[CH:13][CH:12]=[CH:11][C:10]=5[C:4]4=[N:3][C:2]=3[C:47]3[CH:46]=[CH:45][C:40]([C:41]([O:43][CH3:44])=[O:42])=[C:39]([OH:38])[CH:48]=3)=[CH:21][CH:22]=2)[CH2:29][CH2:28][CH2:27]1)=[O:37])([CH3:35])([CH3:34])[CH3:36]. The reactants are Cl[C:2]1[N:3]=[C:4]2[C:10]3[CH:11]=[CH:12][CH:13]=[CH:14][C:9]=3[NH:8][C:7]3[N:15]=[CH:16][CH:17]=[CH:18][C:6]=3[N:5]2[C:19]=1[C:20]1[CH:25]=[CH:24][C:23]([C:26]2([NH:30][C:31](=[O:37])[O:32][C:33]([CH3:36])([CH3:35])[CH3:34])[CH2:29][CH2:28][CH2:27]2)=[CH:22][CH:21]=1.[OH:38][C:39]1[CH:48]=[C:47](B2OC(C)(C)C(C)(C)O2)[CH:46]=[CH:45][C:40]=1[C:41]([O:43][CH3:44])=[O:42].C([O-])([O-])=O.[Na+].[Na+].C(=O)([O-])[O-].[K+].[K+].IC. The yield is 0.570. (3) The reactants are [NH2:1][CH:2]([C:7]1[CH:12]=[CH:11][C:10]([O:13][CH:14]([F:16])[F:15])=[C:9]([O:17][CH2:18][CH3:19])[CH:8]=1)[CH2:3][C:4]([OH:6])=[O:5].[C:20]([NH:23][C:24]1[CH:34]=[CH:33][CH:32]=[C:26]2[C:27]([O:29][C:30](=O)[C:25]=12)=[O:28])(=[O:22])[CH3:21].C([O-])(=O)C.[Na+]. The catalyst is C(O)(=O)C. The product is [C:20]([NH:23][C:24]1[CH:34]=[CH:33][CH:32]=[C:26]2[C:25]=1[C:30](=[O:29])[N:1]([CH:2]([C:7]1[CH:12]=[CH:11][C:10]([O:13][CH:14]([F:16])[F:15])=[C:9]([O:17][CH2:18][CH3:19])[CH:8]=1)[CH2:3][C:4]([OH:6])=[O:5])[C:27]2=[O:28])(=[O:22])[CH3:21]. The yield is 0.450.